This data is from Catalyst prediction with 721,799 reactions and 888 catalyst types from USPTO. The task is: Predict which catalyst facilitates the given reaction. (1) Reactant: [N:1]1([C:7]2[CH:14]=[CH:13][C:10]([CH:11]=O)=[CH:9][CH:8]=2)[CH2:6][CH2:5][O:4][CH2:3][CH2:2]1.[OH-:15].[K+].[CH:17](Br)(Br)Br.[OH-:21].[K+].[CH3:23][OH:24]. Product: [CH3:17][O:15][CH:11]([C:10]1[CH:13]=[CH:14][C:7]([N:1]2[CH2:6][CH2:5][O:4][CH2:3][CH2:2]2)=[CH:8][CH:9]=1)[C:23]([OH:24])=[O:21]. The catalyst class is: 71. (2) Product: [CH:1]1([C:4]([N:21]([CH3:20])[NH:22][C:23]([O:25][CH2:26][C:27]2[CH:32]=[CH:31][CH:30]=[CH:29][CH:28]=2)=[O:24])=[O:6])[CH2:3][CH2:2]1. The catalyst class is: 864. Reactant: [CH:1]1([C:4]([OH:6])=O)[CH2:3][CH2:2]1.CCN=C=NCCCN(C)C.Cl.Cl.[CH3:20][NH:21][NH:22][C:23]([O:25][CH2:26][C:27]1[CH:32]=[CH:31][CH:30]=[CH:29][CH:28]=1)=[O:24].O. (3) Reactant: [Cl:1][C:2]1[CH:10]=[C:9]2[C:5]([C:6]([C:11]([O:13][CH3:14])=[O:12])=[CH:7][NH:8]2)=[CH:4][C:3]=1B1OCC(C)(C)CO1.[CH2:23]([O:30][CH2:31][C:32]1([C:36]2[CH:41]=[CH:40][C:39](Br)=[CH:38][CH:37]=2)[CH2:35][O:34][CH2:33]1)[C:24]1[CH:29]=[CH:28][CH:27]=[CH:26][CH:25]=1.C(=O)([O-])[O-].[K+].[K+].C1(C)C=CC=CC=1. Product: [CH2:23]([O:30][CH2:31][C:32]1([C:36]2[CH:41]=[CH:40][C:39]([C:3]3[CH:4]=[C:5]4[C:9](=[CH:10][C:2]=3[Cl:1])[NH:8][CH:7]=[C:6]4[C:11]([O:13][CH3:14])=[O:12])=[CH:38][CH:37]=2)[CH2:33][O:34][CH2:35]1)[C:24]1[CH:25]=[CH:26][CH:27]=[CH:28][CH:29]=1. The catalyst class is: 336. (4) Reactant: [F:1][C:2]1[CH:21]=[CH:20][C:5]([CH:6]=[C:7]2[CH2:12][CH2:11][CH2:10][N:9]([C:13]([O:15][C:16]([CH3:19])([CH3:18])[CH3:17])=[O:14])[CH2:8]2)=[CH:4][CH:3]=1.[H][H]. Product: [F:1][C:2]1[CH:21]=[CH:20][C:5]([CH2:6][CH:7]2[CH2:12][CH2:11][CH2:10][N:9]([C:13]([O:15][C:16]([CH3:17])([CH3:18])[CH3:19])=[O:14])[CH2:8]2)=[CH:4][CH:3]=1. The catalyst class is: 43. (5) The catalyst class is: 88. Reactant: [CH3:1][C:2]1([NH2:14])[C:12]2=[C:13]3[C:8](=[CH:9][CH:10]=[CH:11]2)[CH:7]=[CH:6][CH:5]=[C:4]3[CH2:3]1.C([O-])([O-])=O.[K+].[K+].[I-].C([N+]1(C)[CH2:29][CH2:28][C:27](=[O:30])[CH2:26][CH2:25]1)C. Product: [CH3:1][C:2]1([N:14]2[CH2:29][CH2:28][C:27](=[O:30])[CH2:26][CH2:25]2)[C:12]2=[C:13]3[C:8](=[CH:9][CH:10]=[CH:11]2)[CH:7]=[CH:6][CH:5]=[C:4]3[CH2:3]1.